This data is from Forward reaction prediction with 1.9M reactions from USPTO patents (1976-2016). The task is: Predict the product of the given reaction. (1) Given the reactants [C:1]([C:3]1[CH:4]=[C:5]([CH:26]=[CH:27][CH:28]=1)[CH2:6][O:7][C:8]1[CH:9]=[C:10]([CH:14]=[C:15]([O:17][C:18]2[CH:23]=[CH:22][C:21]([C:24]#[N:25])=[CH:20][CH:19]=2)[CH:16]=1)[C:11](O)=[O:12])#[N:2].[C:29]([O:33][C:34](=[O:43])[NH:35][CH:36]1[CH2:41][CH2:40][CH:39]([NH2:42])[CH2:38][CH2:37]1)([CH3:32])([CH3:31])[CH3:30], predict the reaction product. The product is: [C:29]([O:33][C:34](=[O:43])[NH:35][CH:36]1[CH2:37][CH2:38][CH:39]([NH:42][C:11](=[O:12])[C:10]2[CH:14]=[C:15]([O:17][C:18]3[CH:23]=[CH:22][C:21]([C:24]#[N:25])=[CH:20][CH:19]=3)[CH:16]=[C:8]([O:7][CH2:6][C:5]3[CH:26]=[CH:27][CH:28]=[C:3]([C:1]#[N:2])[CH:4]=3)[CH:9]=2)[CH2:40][CH2:41]1)([CH3:32])([CH3:30])[CH3:31]. (2) Given the reactants C([O:3][C:4](=O)[CH2:5][N:6]1[CH:11]=[CH:10][CH:9]=[C:8]([CH3:12])[C:7]1=[O:13])C.O.[NH2:16][NH2:17], predict the reaction product. The product is: [CH3:12][C:8]1[C:7](=[O:13])[N:6]([CH2:5][C:4]([NH:16][NH2:17])=[O:3])[CH:11]=[CH:10][CH:9]=1.